From a dataset of Catalyst prediction with 721,799 reactions and 888 catalyst types from USPTO. Predict which catalyst facilitates the given reaction. (1) Reactant: [CH3:1][C:2]1([CH3:36])[C:26]2[C:6]([CH:7]=[C:8]3[C:25]=2[CH:24]=[C:23]2[C:10]([C:11]4[CH:12]=[CH:13][CH:14]=[CH:15][C:16]=4[C:17]4[CH:18]=[C:19](B5OC(C)(C)C(C)(C)O5)[CH:20]=[CH:21][C:22]=42)=[CH:9]3)=[CH:5][CH:4]=[CH:3]1.[C:37]1([C:72]2[CH:77]=[CH:76][CH:75]=[CH:74][CH:73]=2)[CH:42]=[CH:41][C:40]([N:43]([C:59]2[CH:64]=[CH:63][C:62]([C:65]3[CH:70]=[CH:69][C:68](Br)=[CH:67][CH:66]=3)=[CH:61][CH:60]=2)[C:44]2[CH:56]=[CH:55][C:54]3[C:53]4[C:48](=[CH:49][CH:50]=[CH:51][CH:52]=4)[C:47]([CH3:58])([CH3:57])[C:46]=3[CH:45]=2)=[CH:39][CH:38]=1.C([O-])([O-])=O.[Na+].[Na+].CCO. Product: [C:37]1([C:72]2[CH:73]=[CH:74][CH:75]=[CH:76][CH:77]=2)[CH:42]=[CH:41][C:40]([N:43]([C:59]2[CH:64]=[CH:63][C:62]([C:65]3[CH:66]=[CH:67][C:68]([C:19]4[CH:20]=[CH:21][C:22]5[C:23]6[C:10]([C:11]7[CH:12]=[CH:13][CH:14]=[CH:15][C:16]=7[C:17]=5[CH:18]=4)=[CH:9][C:8]4=[CH:7][C:6]5[C:26]([C:2]([CH3:36])([CH3:1])[CH:3]=[CH:4][CH:5]=5)=[C:25]4[CH:24]=6)=[CH:69][CH:70]=3)=[CH:61][CH:60]=2)[C:44]2[CH:56]=[CH:55][C:54]3[C:53]4[C:48](=[CH:49][CH:50]=[CH:51][CH:52]=4)[C:47]([CH3:58])([CH3:57])[C:46]=3[CH:45]=2)=[CH:39][CH:38]=1. The catalyst class is: 206. (2) The catalyst class is: 207. Product: [Br:1][C:2]1[N:6]([S:7]([C:10]2[CH:15]=[CH:14][CH:13]=[CH:12][CH:11]=2)(=[O:9])=[O:8])[CH:5]=[C:4]([CH2:16][OH:17])[CH:3]=1. Reactant: [Br:1][C:2]1[N:6]([S:7]([C:10]2[CH:15]=[CH:14][CH:13]=[CH:12][CH:11]=2)(=[O:9])=[O:8])[CH:5]=[C:4]([C:16](OC)=[O:17])[CH:3]=1.[H-].C([Al+]CC(C)C)C(C)C.Cl. (3) Reactant: Cl.[CH3:2][C:3]1[S:7][C:6]([CH2:8][NH2:9])=[N:5][N:4]=1.[C:10](O[C:10]([O:12][C:13]([CH3:16])([CH3:15])[CH3:14])=[O:11])([O:12][C:13]([CH3:16])([CH3:15])[CH3:14])=[O:11].C(N(CC)CC)C. Product: [CH3:2][C:3]1[S:7][C:6]([CH2:8][NH:9][C:10](=[O:11])[O:12][C:13]([CH3:16])([CH3:15])[CH3:14])=[N:5][N:4]=1. The catalyst class is: 91. (4) Reactant: [C:1]([S:5][C:6]1[C:14]2[C:9](=[CH:10][CH:11]=[C:12]([O:15][CH2:16][C:17]3[CH:22]=[CH:21][CH:20]=[CH:19][N:18]=3)[CH:13]=2)[N:8]([CH2:23][C:24]2[CH:33]=[CH:32][C:27]([C:28]([NH:30][NH2:31])=[O:29])=[CH:26][CH:25]=2)[C:7]=1[CH2:34][C:35]([CH3:38])([CH3:37])[CH3:36])([CH3:4])([CH3:3])[CH3:2].C1N=C[N:41](C(N2C=NC=C2)=N)[CH:40]=1. Product: [C:1]([S:5][C:6]1[C:14]2[C:9](=[CH:10][CH:11]=[C:12]([O:15][CH2:16][C:17]3[CH:22]=[CH:21][CH:20]=[CH:19][N:18]=3)[CH:13]=2)[N:8]([CH2:23][C:24]2[CH:25]=[CH:26][C:27]([C:28]3[O:29][C:40]([NH2:41])=[N:31][N:30]=3)=[CH:32][CH:33]=2)[C:7]=1[CH2:34][C:35]([CH3:38])([CH3:37])[CH3:36])([CH3:4])([CH3:3])[CH3:2]. The catalyst class is: 3. (5) Reactant: [BrH:1].[S:2]1[C:6]2[CH:7]=[CH:8][CH:9]=[CH:10][C:5]=2[C:4]([N:11]2[CH2:16][CH2:15][N:14]([CH2:17][CH2:18][C:19]3[CH:20]=[C:21]4[C:25](=[CH:26][C:27]=3[Cl:28])[NH:24][C:23](=[O:29])[CH2:22]4)[CH2:13][CH2:12]2)=[N:3]1.[BrH:1].Br.[S:2]1[C:6]2[CH:7]=[CH:8][CH:9]=[CH:10][C:5]=2[C:4]([N:11]2[CH2:12][CH2:13][N:14]([CH2:17][CH2:18][C:19]3[CH:20]=[C:21]4[C:25](=[CH:26][C:27]=3[Cl:28])[NH:24][C:23](=[O:29])[CH2:22]4)[CH2:15][CH2:16]2)=[N:3]1.Br. Product: [CH:9]1[CH:8]=[CH:7][C:6]2[S:2][N:3]=[C:4]([N:11]3[CH2:12][CH2:13][N:14]([CH2:17][CH2:18][C:19]4[CH:20]=[C:21]5[CH2:22][C:23](=[O:29])[NH:24][C:25]5=[CH:26][C:27]=4[Cl:28])[CH2:15][CH2:16]3)[C:5]=2[CH:10]=1.[BrH:1]. The catalyst class is: 106. (6) The catalyst class is: 6. Reactant: [CH2:1]([OH:8])[C:2]1[CH:7]=[CH:6][CH:5]=[CH:4][CH:3]=1.[CH3:9][C:10]([CH3:13])([O-])[CH3:11].[K+].[CH2:15]1[CH2:19][O:18]C[CH2:16]1.Cl[C:21](=[N:24][S:25][NH:26]N1C(C)(C)COCC1(C)C)[C:22]#[N:23].[CH3:37]OC(C)(C)C. Product: [CH2:1]([O:8][C:21](=[N:24][S:25][N:26]1[C:15]([CH3:16])([CH3:37])[CH2:19][O:18][CH2:9][C:10]1([CH3:13])[CH3:11])[C:22]#[N:23])[C:2]1[CH:7]=[CH:6][CH:5]=[CH:4][CH:3]=1. (7) Reactant: [F:1]/[C:2](/[C:18]1[CH:22]=[C:21]([CH3:23])[N:20]([CH2:24][C:25]2[CH:26]=[N:27][C:28](F)=[CH:29][CH:30]=2)[N:19]=1)=[CH:3]\[C:4]1[CH:5]=[CH:6][C:7]([N:10]2[CH2:15][CH:14]([CH3:16])[O:13][CH:12]([CH3:17])[CH2:11]2)=[N:8][CH:9]=1.[CH3:32][NH2:33]. Product: [CH3:17][CH:12]1[O:13][CH:14]([CH3:16])[CH2:15][N:10]([C:7]2[N:8]=[CH:9][C:4](/[CH:3]=[C:2](/[C:18]3[CH:22]=[C:21]([CH3:23])[N:20]([CH2:24][C:25]4[CH:30]=[CH:29][C:28]([NH:33][CH3:32])=[N:27][CH:26]=4)[N:19]=3)\[F:1])=[CH:5][CH:6]=2)[CH2:11]1. The catalyst class is: 8. (8) Reactant: CS(C)=O.C(Cl)(=O)C(Cl)=O.[CH3:11][C:12]1([CH3:19])[O:16][CH:15]([CH2:17][OH:18])[CH2:14][O:13]1.O. Product: [CH3:11][C:12]1([CH3:19])[O:16][CH:15]([CH:17]=[O:18])[CH2:14][O:13]1. The catalyst class is: 2. (9) Reactant: Br[CH2:2][C:3]([C:5]1[CH:10]=[CH:9][CH:8]=[CH:7][CH:6]=1)=[O:4].C([O-])([O-])=O.[K+].[K+].[SH:17][C:18]1[CH:19]=[C:20]([CH:24]=[CH:25][CH:26]=1)[C:21]([OH:23])=[O:22]. Product: [O:4]=[C:3]([C:5]1[CH:10]=[CH:9][CH:8]=[CH:7][CH:6]=1)[CH2:2][S:17][C:18]1[CH:19]=[C:20]([CH:24]=[CH:25][CH:26]=1)[C:21]([OH:23])=[O:22]. The catalyst class is: 8.